Dataset: Full USPTO retrosynthesis dataset with 1.9M reactions from patents (1976-2016). Task: Predict the reactants needed to synthesize the given product. Given the product [N:32]1([C:23]2[CH:24]=[CH:25][C:26]([C:28]([F:30])([F:31])[F:29])=[CH:27][C:22]=2[NH:21][C:2](=[O:9])[C:3]2[CH:8]=[CH:7][N:6]=[CH:5][CH:4]=2)[CH2:36][CH2:35][CH2:34][CH2:33]1, predict the reactants needed to synthesize it. The reactants are: Cl.[C:2](Cl)(=[O:9])[C:3]1[CH:8]=[CH:7][N:6]=[CH:5][CH:4]=1.C(N(CC)CC)C.ClCCl.[NH2:21][C:22]1[CH:27]=[C:26]([C:28]([F:31])([F:30])[F:29])[CH:25]=[CH:24][C:23]=1[N:32]1[CH2:36][CH2:35][CH2:34][CH2:33]1.